This data is from Forward reaction prediction with 1.9M reactions from USPTO patents (1976-2016). The task is: Predict the product of the given reaction. (1) Given the reactants [Cl:1][C:2]1[N:7]=[C:6]([C:8]2[CH:13]=[CH:12][CH:11]=[CH:10][CH:9]=2)[N:5]=[C:4]([C:14]([NH:16][C:17]2[CH:22]=[CH:21][CH:20]=[CH:19][C:18]=2[C:23]2[S:24][C:25]3[CH:26]=[N:27][CH:28]=[CH:29][C:30]=3[N:31]=2)=[O:15])[CH:3]=1.[NH2:32][CH2:33][C:34]1[CH:39]=[CH:38][N:37]=[CH:36][CH:35]=1, predict the reaction product. The product is: [ClH:1].[N:37]1[CH:38]=[CH:39][C:34]([CH2:33][NH:32][C:2]2[N:7]=[C:6]([C:8]3[CH:13]=[CH:12][CH:11]=[CH:10][CH:9]=3)[N:5]=[C:4]([C:14]([NH:16][C:17]3[CH:22]=[CH:21][CH:20]=[CH:19][C:18]=3[C:23]3[S:24][C:25]4[CH:26]=[N:27][CH:28]=[CH:29][C:30]=4[N:31]=3)=[O:15])[CH:3]=2)=[CH:35][CH:36]=1. (2) Given the reactants ClCCl.[CH:4]1([NH:9][C:10]([C:12]2[CH:53]=[CH:52][C:15]3[N:16]([CH:38]4[CH2:43][CH2:42][CH:41]([O:44][Si:45]([C:48]([CH3:51])([CH3:50])[CH3:49])([CH3:47])[CH3:46])[CH2:40][CH2:39]4)[C:17]([NH:19][C:20]4[C:28]5[C:23](=[CH:24][CH:25]=[C:26](Br)[CH:27]=5)[N:22]([CH2:30][O:31][CH2:32][CH2:33][Si:34]([CH3:37])([CH3:36])[CH3:35])[N:21]=4)=[N:18][C:14]=3[CH:13]=2)=[O:11])[CH2:8][CH2:7][CH2:6][CH2:5]1.[CH3:54][O:55][C:56]1[CH:61]=[CH:60][CH:59]=[CH:58][C:57]=1B(O)O.C(=O)([O-])[O-].[Na+].[Na+], predict the reaction product. The product is: [Si:45]([O:44][CH:41]1[CH2:40][CH2:39][CH:38]([N:16]2[C:15]3[CH:52]=[CH:53][C:12]([C:10]([NH:9][CH:4]4[CH2:5][CH2:6][CH2:7][CH2:8]4)=[O:11])=[CH:13][C:14]=3[N:18]=[C:17]2[NH:19][C:20]2[C:28]3[C:23](=[CH:24][CH:25]=[C:26]([C:57]4[CH:58]=[CH:59][CH:60]=[CH:61][C:56]=4[O:55][CH3:54])[CH:27]=3)[N:22]([CH2:30][O:31][CH2:32][CH2:33][Si:34]([CH3:36])([CH3:37])[CH3:35])[N:21]=2)[CH2:43][CH2:42]1)([C:48]([CH3:49])([CH3:50])[CH3:51])([CH3:47])[CH3:46]. (3) The product is: [CH3:14][C@@H:11]1[CH2:10][N:9]([C:15]([C:17]2[C:22]([C:23]3[N:28]=[CH:27][CH:26]=[CH:25][N:24]=3)=[CH:21][CH:20]=[C:19]([CH3:29])[N:18]=2)=[O:16])[C@H:8]([CH2:7][OH:6])[CH2:13][CH2:12]1. Given the reactants CC([Si](C1C=CC=CC=1)(C1C=CC=CC=1)[O:6][CH2:7][C@@H:8]1[CH2:13][CH2:12][C@H:11]([CH3:14])[CH2:10][N:9]1[C:15]([C:17]1[C:22]([C:23]2[N:28]=[CH:27][CH:26]=[CH:25][N:24]=2)=[CH:21][CH:20]=[C:19]([CH3:29])[N:18]=1)=[O:16])(C)C.CCCC[N+](CCCC)(CCCC)CCCC.[F-].[NH4+].[Cl-], predict the reaction product. (4) The product is: [Br:1][C:2]1[S:6][C:5]([CH:7]2[CH2:12][CH2:11][N:10]([C:28](=[O:29])[CH2:27][N:26]3[C:22]([CH3:21])=[CH:23][C:24]([C:31]([F:34])([F:33])[F:32])=[N:25]3)[CH2:9][CH2:8]2)=[N:4][C:3]=1[CH2:13][CH2:14][C:15]1[CH:16]=[CH:17][CH:18]=[CH:19][CH:20]=1. Given the reactants [Br:1][C:2]1[S:6][C:5]([CH:7]2[CH2:12][CH2:11][NH:10][CH2:9][CH2:8]2)=[N:4][C:3]=1[CH2:13][CH2:14][C:15]1[CH:20]=[CH:19][CH:18]=[CH:17][CH:16]=1.[CH3:21][C:22]1[N:26]([CH2:27][C:28](O)=[O:29])[N:25]=[C:24]([C:31]([F:34])([F:33])[F:32])[CH:23]=1, predict the reaction product. (5) Given the reactants C([O:5][C:6](=[O:39])[CH2:7][CH2:8][C:9]1[CH:14]=[C:13]([Cl:15])[C:12]([C:16]2[NH:17][C:18]3[C:23]([CH:24]=2)=[CH:22][CH:21]=[C:20]([C:25](=[O:37])[NH:26][C:27]2[CH:36]=[CH:35][C:34]4[C:29](=[CH:30][CH:31]=[CH:32][CH:33]=4)[N:28]=2)[CH:19]=3)=[C:11]([Cl:38])[CH:10]=1)(C)(C)C.Cl, predict the reaction product. The product is: [ClH:15].[Cl:38][C:11]1[CH:10]=[C:9]([CH2:8][CH2:7][C:6]([OH:39])=[O:5])[CH:14]=[C:13]([Cl:15])[C:12]=1[C:16]1[NH:17][C:18]2[C:23]([CH:24]=1)=[CH:22][CH:21]=[C:20]([C:25](=[O:37])[NH:26][C:27]1[CH:36]=[CH:35][C:34]3[C:29](=[CH:30][CH:31]=[CH:32][CH:33]=3)[N:28]=1)[CH:19]=2. (6) Given the reactants [CH3:1][S:2](Cl)(=[O:4])=[O:3].[Cl:6][C:7]1[N:8]([CH2:15][C:16]([OH:20])([CH3:19])[CH2:17][OH:18])[CH:9]=[C:10]([N+:12]([O-:14])=[O:13])[N:11]=1.Cl, predict the reaction product. The product is: [Cl:6][C:7]1[N:8]([CH2:15][C:16]([OH:20])([CH3:19])[CH2:17][O:18][S:2]([CH3:1])(=[O:4])=[O:3])[CH:9]=[C:10]([N+:12]([O-:14])=[O:13])[N:11]=1. (7) Given the reactants [F:1][C:2]([F:7])([F:6])[C:3]([NH2:5])=[O:4].CC(C)([O-])C.[Na+].BrN1C(C)(C)C(=O)N(Br)C1=O.[F:25][C:26]1[CH:31]=[CH:30][C:29]([C:32]2[N:37]=[CH:36][N:35]=[C:34]([NH:38][C:39]3[CH:44]=[C:43]([CH2:45][S:46][CH3:47])[CH:42]=[C:41]([C:48]([F:51])([F:50])[F:49])[N:40]=3)[CH:33]=2)=[C:28]([O:52][CH3:53])[CH:27]=1.S([O-])([O-])=O.[Na+].[Na+], predict the reaction product. The product is: [F:1][C:2]([F:7])([F:6])[C:3]([N:5]=[S:46]([CH2:45][C:43]1[CH:42]=[C:41]([C:48]([F:49])([F:50])[F:51])[N:40]=[C:39]([NH:38][C:34]2[CH:33]=[C:32]([C:29]3[CH:30]=[CH:31][C:26]([F:25])=[CH:27][C:28]=3[O:52][CH3:53])[N:37]=[CH:36][N:35]=2)[CH:44]=1)[CH3:47])=[O:4]. (8) Given the reactants Cl.[C:2]1(=[O:12])[C:11]2[CH2:10][CH2:9][NH:8][CH2:7][C:6]=2[CH:5]=[CH:4][NH:3]1, predict the reaction product. The product is: [C:2]1(=[O:12])[CH:11]2[CH:6]([CH2:7][NH:8][CH2:9][CH2:10]2)[CH2:5][CH2:4][NH:3]1. (9) Given the reactants [NH:1]1[C:5]2[CH2:6][NH:7][CH2:8][CH2:9][C:4]=2[C:3]([C:10]([N:12]2[CH2:17][CH2:16][CH:15]([C:18]3[CH:23]=[CH:22][CH:21]=[CH:20][C:19]=3[C:24]([F:27])([F:26])[F:25])[CH2:14][CH2:13]2)=[O:11])=[N:2]1.[ClH:28], predict the reaction product. The product is: [ClH:28].[NH:1]1[C:5]2[CH2:6][NH:7][CH2:8][CH2:9][C:4]=2[C:3]([C:10]([N:12]2[CH2:17][CH2:16][CH:15]([C:18]3[CH:23]=[CH:22][CH:21]=[CH:20][C:19]=3[C:24]([F:27])([F:26])[F:25])[CH2:14][CH2:13]2)=[O:11])=[N:2]1.